Dataset: Reaction yield outcomes from USPTO patents with 853,638 reactions. Task: Predict the reaction yield, written as a fraction of the theoretical maximum amount of product (1.0 means a 100% yield; for example, 0.34 means a 34% yield). (1) The reactants are [Cl:1][C:2]1[CH:3]=[CH:4][C:5]([O:24][CH3:25])=[C:6]([C:8](=[N:21][C:22]#[N:23])/[N:9]=[C:10]2\[S:11][CH:12]=[C:13]([CH3:20])[N:14]\2[CH2:15][CH:16]2[CH2:19][CH2:18][CH2:17]2)[CH:7]=1.C([N-]C(C)C)(C)C.[Li+].[CH3:34][C:35]([CH3:37])=[O:36].[Cl-].[NH4+]. The catalyst is O1CCCC1.O. The product is [Cl:1][C:2]1[CH:3]=[CH:4][C:5]([O:24][CH3:25])=[C:6]([C:8](=[N:21][C:22]#[N:23])/[N:9]=[C:10]2\[S:11][C:12]([C:35]([OH:36])([CH3:37])[CH3:34])=[C:13]([CH3:20])[N:14]\2[CH2:15][CH:16]2[CH2:19][CH2:18][CH2:17]2)[CH:7]=1. The yield is 0.860. (2) The reactants are [NH2:1][C:2]1[CH:3]=[N:4][CH:5]=[CH:6][CH:7]=1.[Br:8][C:9]1[CH:10]=[C:11]2[C:15](=[CH:16][CH:17]=1)[NH:14][N:13]=[C:12]2[C:18](O)=[O:19].C(N(CC)C(C)C)(C)C.CN(C(ON1N=NC2C=CC=NC1=2)=[N+](C)C)C.F[P-](F)(F)(F)(F)F. The catalyst is CN(C=O)C. The product is [Br:8][C:9]1[CH:10]=[C:11]2[C:15](=[CH:16][CH:17]=1)[NH:14][N:13]=[C:12]2[C:18]([NH:1][C:2]1[CH:3]=[N:4][CH:5]=[CH:6][CH:7]=1)=[O:19]. The yield is 0.300.